Task: Predict the reactants needed to synthesize the given product.. Dataset: Full USPTO retrosynthesis dataset with 1.9M reactions from patents (1976-2016) (1) Given the product [CH2:1]([N:8]1[CH2:13][CH2:12][O:11][CH:10]([C:14]([C:24]2[CH:29]=[CH:28][CH:27]=[CH:26][CH:25]=2)([OH:23])[CH2:15][C:16]2[CH:21]=[CH:20][CH:19]=[CH:18][C:17]=2[C:30]2[CH:35]=[CH:34][CH:33]=[CH:32][CH:31]=2)[CH2:9]1)[C:2]1[CH:7]=[CH:6][CH:5]=[CH:4][CH:3]=1, predict the reactants needed to synthesize it. The reactants are: [CH2:1]([N:8]1[CH2:13][CH2:12][O:11][CH:10]([C:14]([C:24]2[CH:29]=[CH:28][CH:27]=[CH:26][CH:25]=2)([OH:23])[CH2:15][C:16]2[CH:21]=[CH:20][CH:19]=[CH:18][C:17]=2Br)[CH2:9]1)[C:2]1[CH:7]=[CH:6][CH:5]=[CH:4][CH:3]=1.[C:30]1(B(O)O)[CH:35]=[CH:34][CH:33]=[CH:32][CH:31]=1.C([O-])([O-])=O.[K+].[K+]. (2) The reactants are: [H-].[Na+].[NH:3]1[C:11]2[C:6](=[CH:7][CH:8]=[C:9]([C:12]([O:14][CH2:15][CH3:16])=[O:13])[CH:10]=2)[CH:5]=[C:4]1[C:17]([O:19][CH2:20][CH3:21])=[O:18].[CH3:22][C@@H:23]1OS(=O)(=O)[N:26]([C:31]([O:33][C:34]([CH3:37])([CH3:36])[CH3:35])=[O:32])[CH2:25][CH2:24]1.Cl. Given the product [C:34]([O:33][C:31]([NH:26][CH2:25][CH2:24][C@H:23]([N:3]1[C:11]2[C:6](=[CH:7][CH:8]=[C:9]([C:12]([O:14][CH2:15][CH3:16])=[O:13])[CH:10]=2)[CH:5]=[C:4]1[C:17]([O:19][CH2:20][CH3:21])=[O:18])[CH3:22])=[O:32])([CH3:37])([CH3:36])[CH3:35], predict the reactants needed to synthesize it. (3) Given the product [Cl:1][C:2]1[CH:3]=[C:4]([C:9]2[CH:10]=[C:11]3[C:16](=[CH:17][CH:18]=2)[N:15]=[CH:14][C:13]([C:19]([CH:21]2[CH2:23][CH2:22]2)=[O:20])=[C:12]3[NH:24][CH2:25][CH2:26][N:27]2[CH2:32][CH2:31][NH:30][CH2:29][CH2:28]2)[CH:5]=[CH:6][C:7]=1[OH:8], predict the reactants needed to synthesize it. The reactants are: [Cl:1][C:2]1[CH:3]=[C:4]([C:9]2[CH:10]=[C:11]3[C:16](=[CH:17][CH:18]=2)[N:15]=[CH:14][C:13]([C:19]([CH:21]2[CH2:23][CH2:22]2)=[O:20])=[C:12]3[NH:24][CH2:25][CH2:26][N:27]2[CH2:32][CH2:31][N:30](C(OC(C)(C)C)=O)[CH2:29][CH2:28]2)[CH:5]=[CH:6][C:7]=1[OH:8].C(O)(C(F)(F)F)=O. (4) Given the product [CH3:27][C:26]([CH3:29])([CH3:28])[C@H:21]([NH:20][C:17]([C:9]1[N:8]=[C:7]([C:1]2[CH:2]=[CH:3][CH:4]=[CH:5][CH:6]=2)[N:11]2[CH2:12][CH2:13][CH2:14][CH2:15][CH2:16][C:10]=12)=[O:19])[C:22]([NH:24][CH3:25])=[O:23], predict the reactants needed to synthesize it. The reactants are: [C:1]1([C:7]2[N:11]3[CH2:12][CH2:13][CH2:14][CH2:15][CH2:16][C:10]3=[C:9]([C:17]([OH:19])=O)[N:8]=2)[CH:6]=[CH:5][CH:4]=[CH:3][CH:2]=1.[NH2:20][C@@H:21]([C:26]([CH3:29])([CH3:28])[CH3:27])[C:22]([NH:24][CH3:25])=[O:23].CCN(C(C)C)C(C)C.CN(C(ON1N=NC2C=CC=CC1=2)=[N+](C)C)C.[B-](F)(F)(F)F. (5) Given the product [C:1]12([CH2:11][NH:12][C:13]([C:14]3[C:19]([Cl:20])=[CH:18][N:17]=[C:16]([C:43]#[C:42][CH2:41][N:33]([CH2:32][CH2:31][O:30][Si:23]([C:26]([CH3:29])([CH3:28])[CH3:27])([CH3:24])[CH3:25])[C:34](=[O:40])[O:35][C:36]([CH3:39])([CH3:37])[CH3:38])[CH:15]=3)=[O:22])[CH2:10][CH:5]3[CH2:6][CH:7]([CH2:9][CH:3]([CH2:4]3)[CH2:2]1)[CH2:8]2, predict the reactants needed to synthesize it. The reactants are: [C:1]12([CH2:11][NH:12][C:13](=[O:22])[C:14]3[C:19]([Cl:20])=[CH:18][N:17]=[C:16](Br)[CH:15]=3)[CH2:10][CH:5]3[CH2:6][CH:7]([CH2:9][CH:3]([CH2:4]3)[CH2:2]1)[CH2:8]2.[Si:23]([O:30][CH2:31][CH2:32][N:33]([CH2:41][C:42]#[CH:43])[C:34](=[O:40])[O:35][C:36]([CH3:39])([CH3:38])[CH3:37])([C:26]([CH3:29])([CH3:28])[CH3:27])([CH3:25])[CH3:24].C(N(CC)CC)C. (6) Given the product [CH:12]1([C:8]2[N:7]=[C:6]([C:4]([OH:5])=[O:3])[CH:11]=[CH:10][CH:9]=2)[CH2:13][CH2:14]1, predict the reactants needed to synthesize it. The reactants are: C([O:3][C:4]([C:6]1[CH:11]=[CH:10][CH:9]=[C:8]([CH:12]2[CH2:14][CH2:13]2)[N:7]=1)=[O:5])C.[Li+].[OH-].O.Cl. (7) Given the product [Cl:1][C:2]1[CH:3]=[C:4]([N:10]2[C:14]([CH3:15])=[C:13]([CH2:16][C:17]3[CH:18]=[CH:19][C:20]([C:21]4[O:22][N:33]=[C:29]([CH2:30][CH2:31][CH3:32])[N:28]=4)=[CH:24][CH:25]=3)[C:12]([CH3:26])=[N:11]2)[CH:5]=[CH:6][C:7]=1[C:8]#[N:9], predict the reactants needed to synthesize it. The reactants are: [Cl:1][C:2]1[CH:3]=[C:4]([N:10]2[C:14]([CH3:15])=[C:13]([CH2:16][C:17]3[CH:25]=[CH:24][C:20]([C:21](O)=[O:22])=[CH:19][CH:18]=3)[C:12]([CH3:26])=[N:11]2)[CH:5]=[CH:6][C:7]=1[C:8]#[N:9].O[N:28]=[C:29]([NH2:33])[CH2:30][CH2:31][CH3:32]. (8) Given the product [N:11]1([CH2:10][CH2:9][N:7]2[CH:8]=[C:4]([NH2:1])[CH:5]=[N:6]2)[C:19]2[C:14](=[CH:15][CH:16]=[CH:17][CH:18]=2)[CH2:13][CH2:12]1, predict the reactants needed to synthesize it. The reactants are: [N+:1]([C:4]1[CH:5]=[N:6][N:7]([CH2:9][CH2:10][N:11]2[C:19]3[C:14](=[CH:15][CH:16]=[CH:17][CH:18]=3)[CH2:13][CH2:12]2)[CH:8]=1)([O-])=O. (9) Given the product [CH3:26][C:13]1[C:14]([CH3:25])=[C:15]([NH:20][CH2:21][CH2:22][CH2:23][OH:24])[C:16]([N+:17]([O-:19])=[O:18])=[C:11]([O:9][C:3]2[CH:8]=[CH:7][CH:6]=[CH:5][CH:4]=2)[N:12]=1, predict the reactants needed to synthesize it. The reactants are: [H-].[Na+].[C:3]1([OH:9])[CH:8]=[CH:7][CH:6]=[CH:5][CH:4]=1.Cl[C:11]1[C:16]([N+:17]([O-:19])=[O:18])=[C:15]([NH:20][CH2:21][CH2:22][CH2:23][OH:24])[C:14]([CH3:25])=[C:13]([CH3:26])[N:12]=1.